This data is from Reaction yield outcomes from USPTO patents with 853,638 reactions. The task is: Predict the reaction yield, written as a fraction of the theoretical maximum amount of product (1.0 means a 100% yield; for example, 0.34 means a 34% yield). (1) The reactants are [Cl:1][C:2]1[C:3]([N:8]2[C:12](O)([C:13]([O:15][CH2:16][CH3:17])=[O:14])[CH2:11][C:10]([C:19]([F:22])([F:21])[F:20])=[N:9]2)=[N:4][CH:5]=[CH:6][CH:7]=1. The catalyst is S(=O)(=O)(O)O.C(O)(=O)C. The product is [Cl:1][C:2]1[C:3]([N:8]2[C:12]([C:13]([O:15][CH2:16][CH3:17])=[O:14])=[CH:11][C:10]([C:19]([F:22])([F:20])[F:21])=[N:9]2)=[N:4][CH:5]=[CH:6][CH:7]=1. The yield is 0.770. (2) The reactants are [Br:1][C:2]1[CH:8]=[C:7]([F:9])[CH:6]=[C:5]([F:10])[C:3]=1[NH2:4].Cl[C:12]([O:14][CH2:15][CH3:16])=[O:13].C(OCC)(=O)C.CCCCCC. The catalyst is N1C=CC=CC=1. The product is [Br:1][C:2]1[CH:8]=[C:7]([F:9])[CH:6]=[C:5]([F:10])[C:3]=1[NH:4][C:12]([O:14][CH2:15][CH3:16])=[O:13]. The yield is 0.940. (3) The reactants are [CH2:1]([O:3][C:4](=[O:18])[CH:5]=[CH:6][C:7]1[C:8](Cl)=[N:9][C:10]([C:13]([F:16])([F:15])[F:14])=[CH:11][CH:12]=1)[CH3:2].[S:19]1[CH:23]=[CH:22][C:21](B(O)O)=[CH:20]1. No catalyst specified. The product is [CH2:1]([O:3][C:4](=[O:18])[CH:5]=[CH:6][C:7]1[C:8]([C:21]2[CH:22]=[CH:23][S:19][CH:20]=2)=[N:9][C:10]([C:13]([F:16])([F:15])[F:14])=[CH:11][CH:12]=1)[CH3:2]. The yield is 0.680. (4) The reactants are [CH:1]([C:3]1[CH:8]=[CH:7][C:6](B(O)O)=[CH:5][CH:4]=1)=[CH2:2].Cl[C:13]1[CH:18]=[CH:17][CH:16]=[CH:15][C:14]=1[C:19]1[CH:24]=[CH:23][N:22]=[CH:21][CH:20]=1.F[K].C(P)(C)(C)C.P(C(C)(C)C)(C(C)(C)C)C(C)(C)C. The catalyst is C(=CC(C=CC1C=CC=CC=1)=O)C1C=CC=CC=1.C(=CC(C=CC1C=CC=CC=1)=O)C1C=CC=CC=1.C(=CC(C=CC1C=CC=CC=1)=O)C1C=CC=CC=1.[Pd].O1CCOCC1. The product is [CH:1]([C:3]1[CH:8]=[CH:7][C:6]([C:13]2[CH:18]=[CH:17][CH:16]=[CH:15][C:14]=2[C:19]2[CH:24]=[CH:23][N:22]=[CH:21][CH:20]=2)=[CH:5][CH:4]=1)=[CH2:2]. The yield is 0.420. (5) The reactants are [F:1][C:2]1[C:3]([F:13])=[C:4]([F:12])[C:5]2[S:9][C:8]([NH2:10])=[N:7][C:6]=2[CH:11]=1.[F:14][C:15]1[CH:23]=[CH:22][C:18]([C:19](Cl)=[O:20])=[CH:17][C:16]=1[C:24]([F:27])([F:26])[F:25].Br[CH:29]([CH2:34][CH3:35])[C:30]([O:32]C)=[O:31].COC1C=CC2N=C(N)SC=2C=1.ClC1C=C(C=CC=1)C(Cl)=O.BrCC(OCC)=O. No catalyst specified. The product is [F:1][C:2]1[C:3]([F:13])=[C:4]([F:12])[C:5]2[S:9][C:8](=[N:10][C:19](=[O:20])[C:18]3[CH:22]=[CH:23][C:15]([F:14])=[C:16]([C:24]([F:27])([F:26])[F:25])[CH:17]=3)[N:7]([CH:29]([CH2:34][CH3:35])[C:30]([OH:32])=[O:31])[C:6]=2[CH:11]=1. The yield is 0.160. (6) The reactants are [CH:1](=O)[CH:2]([CH3:4])[CH3:3].[CH2:6]([SH:10])[CH2:7][CH2:8][SH:9].B(F)(F)F.CCOCC. The catalyst is ClCCl. The product is [CH:2]([CH:1]1[S:10][CH2:6][CH2:7][CH2:8][S:9]1)([CH3:4])[CH3:3]. The yield is 1.00. (7) The reactants are [I:1][C:2]1[CH:7]=[CH:6][N:5]=[C:4]([N:8]2[C:16]3[CH2:15][C:14]([CH3:18])([CH3:17])[CH2:13][CH2:12][C:11]=3[C:10]([C:19]([OH:21])=O)=[N:9]2)[CH:3]=1.[Cl-].[NH4+:23]. No catalyst specified. The product is [I:1][C:2]1[CH:7]=[CH:6][N:5]=[C:4]([N:8]2[C:16]3[CH2:15][C:14]([CH3:18])([CH3:17])[CH2:13][CH2:12][C:11]=3[C:10]([C:19]([NH2:23])=[O:21])=[N:9]2)[CH:3]=1. The yield is 0.460.